This data is from Full USPTO retrosynthesis dataset with 1.9M reactions from patents (1976-2016). The task is: Predict the reactants needed to synthesize the given product. (1) Given the product [Si:1]([O:8][CH2:9][C:10]1[C:11]([C:16]2[CH:17]=[CH:18][N:19]([CH2:28][CH2:29][C:30]([O:32][CH3:33])=[O:31])[N:20]=2)=[N:12][CH:13]=[CH:14][CH:15]=1)([C:4]([CH3:7])([CH3:6])[CH3:5])([CH3:2])[CH3:3], predict the reactants needed to synthesize it. The reactants are: [Si:1]([O:8][CH2:9][C:10]1[C:11]([C:16]2[NH:20][N:19]=[CH:18][CH:17]=2)=[N:12][CH:13]=[CH:14][CH:15]=1)([C:4]([CH3:7])([CH3:6])[CH3:5])([CH3:3])[CH3:2].C([O-])([O-])=O.[Cs+].[Cs+].Br[CH2:28][CH2:29][C:30]([O:32][CH3:33])=[O:31]. (2) Given the product [C:35]([O:34][CH2:38][CH3:37])(=[O:17])[CH3:36].[CH2:35]([OH:34])[CH3:36].[NH3:8], predict the reactants needed to synthesize it. The reactants are: F[P-](F)(F)(F)(F)F.[N:8]1([O:17]C(N(C)C)=[N+](C)C)C2N=CC=CC=2N=N1.C(N(C(C)C)C(C)C)C.[O:34]1[CH2:38][CH2:37][CH2:36][CH2:35]1. (3) Given the product [Cl:1][C:2]1[CH:3]=[C:4]([C@@H:9]2[C:18]3[C:13](=[CH:14][CH:15]=[CH:16][CH:17]=3)[C@H:12]([NH:19][CH3:20])[CH2:11][CH2:10]2)[CH:5]=[CH:6][C:7]=1[Cl:8], predict the reactants needed to synthesize it. The reactants are: [Cl:1][C:2]1[CH:3]=[C:4]([CH:9]2[C:18]3[C:13](=[CH:14][CH:15]=[CH:16][CH:17]=3)[C:12](=[N:19][CH3:20])[CH2:11][CH2:10]2)[CH:5]=[CH:6][C:7]=1[Cl:8].O.